From a dataset of Orexin1 receptor HTS with 218,158 compounds and 233 confirmed actives. Binary Classification. Given a drug SMILES string, predict its activity (active/inactive) in a high-throughput screening assay against a specified biological target. (1) The drug is S(=O)(=O)(CC(=O)c1cc2c(oc1=O)cc(OC)cc2)c1c(OC)ccc(OC)c1. The result is 0 (inactive). (2) The result is 0 (inactive). The compound is O=C(Nc1cc(ccc1)C)c1nc[nH]c1C(=O)NC. (3) The compound is O=c1n(c(NC(=O)c2cc(OC)c(OC)cc2)cc(=O)n1C)C. The result is 0 (inactive). (4) The molecule is S(CC(=O)Nc1c(n(n(c1=O)c1ccccc1)C)C)c1n(nnn1)C. The result is 0 (inactive). (5) The drug is s1nnc2cc(NC(=O)NCc3occc3)ccc12. The result is 0 (inactive). (6) The molecule is FC(F)(F)c1ccc(/C=N\N2CCN(CC2)Cc2ccc(cc2)C)cc1. The result is 0 (inactive).